Dataset: Forward reaction prediction with 1.9M reactions from USPTO patents (1976-2016). Task: Predict the product of the given reaction. (1) Given the reactants [Br:1][C:2]1[CH:7]=[C:6]([F:8])[CH:5]=[C:4](Br)[C:3]=1[Cl:10].C(=[NH:24])(C1C=CC=CC=1)C1C=CC=CC=1.CC(C)([O-])C.[Na+].C1C=CC(P(C2C=CC3C(=CC=CC=3)C=2C2C3C(=CC=CC=3)C=CC=2P(C2C=CC=CC=2)C2C=CC=CC=2)C2C=CC=CC=2)=CC=1, predict the reaction product. The product is: [Br:1][C:2]1[C:3]([Cl:10])=[C:4]([CH:5]=[C:6]([F:8])[CH:7]=1)[NH2:24]. (2) Given the reactants CC(C)(C)C([O:5][C:6]1[C:11](=[O:12])[N:10]([CH3:13])[C:9]([C:14]2[S:15][CH:16]=[CH:17][C:18]=2[NH2:19])=[N:8][C:7]=1[C:20]([O:22]C)=[O:21])=O.C(#N)C.[Cl:29][C:30]1[CH:35]=[CH:34][CH:33]=[CH:32][C:31]=1[S:36]([N:39]=[C:40]=[O:41])(=[O:38])=[O:37].[OH-].[Na+], predict the reaction product. The product is: [Cl:29][C:30]1[CH:35]=[CH:34][CH:33]=[CH:32][C:31]=1[S:36]([NH:39][C:40]([NH:19][C:18]1[CH:17]=[CH:16][S:15][C:14]=1[C:9]1[N:10]([CH3:13])[C:11](=[O:12])[C:6]([OH:5])=[C:7]([C:20]([OH:22])=[O:21])[N:8]=1)=[O:41])(=[O:38])=[O:37]. (3) Given the reactants [F:1][C:2]([F:41])([F:40])[C:3]1[CH:4]=[C:5]([C:13]2([C:36]([F:39])([F:38])[F:37])[O:17][N:16]=[C:15]([C:18]3[CH:23]=[CH:22][C:21]([CH2:24][NH:25][C:26](=[O:34])[CH:27]([S:31][CH2:32][CH3:33])[S:28][CH2:29][CH3:30])=[C:20]([Cl:35])[CH:19]=3)[CH2:14]2)[CH:6]=[C:7]([C:9]([F:12])([F:11])[F:10])[CH:8]=1.ClC1C=CC=C(C(OO)=[O:50])C=1.S([O-])(O)=O.[Na+], predict the reaction product. The product is: [F:10][C:9]([F:12])([F:11])[C:7]1[CH:6]=[C:5]([C:13]2([C:36]([F:38])([F:37])[F:39])[O:17][N:16]=[C:15]([C:18]3[CH:23]=[CH:22][C:21]([CH2:24][NH:25][C:26](=[O:34])[CH:27]([S:28]([CH2:29][CH3:30])=[O:50])[S:31][CH2:32][CH3:33])=[C:20]([Cl:35])[CH:19]=3)[CH2:14]2)[CH:4]=[C:3]([C:2]([F:40])([F:1])[F:41])[CH:8]=1. (4) Given the reactants Cl[C:2]1[CH:7]=[CH:6][N:5]=[CH:4][C:3]=1[C:8]1[CH:13]=[CH:12][CH:11]=[CH:10][CH:9]=1.[N+:14]([C:17]1[CH:22]=[CH:21][C:20]([OH:23])=[CH:19][CH:18]=1)([O-:16])=[O:15].CCN(C(C)C)C(C)C.CN1CCCC1=O, predict the reaction product. The product is: [N+:14]([C:17]1[CH:22]=[CH:21][C:20]([O:23][C:2]2[CH:7]=[CH:6][N:5]=[CH:4][C:3]=2[C:8]2[CH:13]=[CH:12][CH:11]=[CH:10][CH:9]=2)=[CH:19][CH:18]=1)([O-:16])=[O:15]. (5) The product is: [CH2:15]([N:22]1[CH2:23][CH:24]=[C:25]([C:5]2[C:6]3[C:11](=[CH:10][C:9]([C:12]([OH:14])=[O:13])=[CH:8][CH:7]=3)[NH:3][CH:4]=2)[CH2:26][CH2:27]1)[C:16]1[CH:21]=[CH:20][CH:19]=[CH:18][CH:17]=1. Given the reactants [OH-].[K+].[NH:3]1[C:11]2[C:6](=[CH:7][CH:8]=[C:9]([C:12]([OH:14])=[O:13])[CH:10]=2)[CH:5]=[CH:4]1.[CH2:15]([N:22]1[CH2:27][CH2:26][C:25](=O)[CH2:24][CH2:23]1)[C:16]1[CH:21]=[CH:20][CH:19]=[CH:18][CH:17]=1, predict the reaction product. (6) Given the reactants C([N:9]([C:17]1[O:18][C@H:19]([C:32]([F:35])([F:34])[F:33])[CH2:20][C@:21]([C:24]2[C:25]([F:31])=[N:26][CH:27]=[C:28]([Br:30])[CH:29]=2)([CH3:23])[N:22]=1)C(=O)OC(C)(C)C)(=O)C1C=CC=CC=1.Cl, predict the reaction product. The product is: [Br:30][C:28]1[CH:29]=[C:24]([C@:21]2([CH3:23])[CH2:20][C@@H:19]([C:32]([F:33])([F:34])[F:35])[O:18][C:17]([NH2:9])=[N:22]2)[C:25]([F:31])=[N:26][CH:27]=1.